Dataset: Peptide-MHC class I binding affinity with 185,985 pairs from IEDB/IMGT. Task: Regression. Given a peptide amino acid sequence and an MHC pseudo amino acid sequence, predict their binding affinity value. This is MHC class I binding data. (1) The peptide sequence is RRGGRWILAI. The MHC is Mamu-B08 with pseudo-sequence Mamu-B08. The binding affinity (normalized) is 0.612. (2) The peptide sequence is STYAVRITWY. The MHC is Mamu-A02 with pseudo-sequence Mamu-A02. The binding affinity (normalized) is 0.637. (3) The peptide sequence is SDSGSGFWKALTF. The MHC is Mamu-B3901 with pseudo-sequence Mamu-B3901. The binding affinity (normalized) is 1.00. (4) The peptide sequence is TQNVLYENQK. The MHC is HLA-A11:01 with pseudo-sequence HLA-A11:01. The binding affinity (normalized) is 0.421. (5) The peptide sequence is QEILDLWVY. The MHC is HLA-B18:01 with pseudo-sequence HLA-B18:01. The binding affinity (normalized) is 0.635.